From a dataset of NCI-60 drug combinations with 297,098 pairs across 59 cell lines. Regression. Given two drug SMILES strings and cell line genomic features, predict the synergy score measuring deviation from expected non-interaction effect. Drug 1: CC12CCC3C(C1CCC2=O)CC(=C)C4=CC(=O)C=CC34C. Drug 2: CC1=C(C=C(C=C1)C(=O)NC2=CC(=CC(=C2)C(F)(F)F)N3C=C(N=C3)C)NC4=NC=CC(=N4)C5=CN=CC=C5. Cell line: SK-MEL-28. Synergy scores: CSS=4.73, Synergy_ZIP=1.20, Synergy_Bliss=1.67, Synergy_Loewe=-0.931, Synergy_HSA=-1.28.